Predict the reaction yield, written as a fraction of the theoretical maximum amount of product (1.0 means a 100% yield; for example, 0.34 means a 34% yield). From a dataset of Reaction yield outcomes from USPTO patents with 853,638 reactions. (1) The reactants are CO[C:3]([C:5]1[CH:6]=[C:7]([C:16]2[CH:21]=[CH:20][CH:19]=[C:18]([C:22]#[N:23])[CH:17]=2)[C:8]([C:12]([F:15])([F:14])[F:13])=[CH:9][C:10]=1[NH2:11])=[O:4].CCN(C(C)C)C(C)C.[CH3:33][S:34]([NH:37][NH2:38])(=[O:36])=[O:35].[O:39]1CCOC[CH2:40]1. No catalyst specified. The product is [C:22]([C:18]1[CH:17]=[C:16]([C:7]2[CH:6]=[C:5]3[C:10](=[CH:9][C:8]=2[C:12]([F:15])([F:13])[F:14])[NH:11][C:40](=[O:39])[N:38]([NH:37][S:34]([CH3:33])(=[O:36])=[O:35])[C:3]3=[O:4])[CH:21]=[CH:20][CH:19]=1)#[N:23]. The yield is 0.840. (2) The reactants are [NH2:1][CH2:2][C:3]1[CH:4]=[C:5]2[C:10](=[CH:11][CH:12]=1)[N:9]=[C:8]([NH:13][CH2:14][C:15]1[CH:20]=[CH:19][CH:18]=[CH:17][C:16]=1[O:21][CH3:22])[CH:7]=[CH:6]2.C(N(CC)CC)C.[F:30][C:31]1[CH:39]=[CH:38][C:34]([C:35](Cl)=[O:36])=[CH:33][CH:32]=1.O. The catalyst is C1COCC1. The product is [F:30][C:31]1[CH:39]=[CH:38][C:34]([C:35]([NH:1][CH2:2][C:3]2[CH:4]=[C:5]3[C:10](=[CH:11][CH:12]=2)[N:9]=[C:8]([NH:13][CH2:14][C:15]2[CH:20]=[CH:19][CH:18]=[CH:17][C:16]=2[O:21][CH3:22])[CH:7]=[CH:6]3)=[O:36])=[CH:33][CH:32]=1. The yield is 0.880. (3) The reactants are C([O:8][C:9]1[CH:14]=[CH:13][C:12]([N:15]([CH3:26])[C:16]([NH:18][C:19]2[CH:24]=[CH:23][C:22]([F:25])=[CH:21][CH:20]=2)=[O:17])=[C:11]([F:27])[CH:10]=1)C1C=CC=CC=1. The catalyst is CO.[C].[Pd]. The product is [F:27][C:11]1[CH:10]=[C:9]([OH:8])[CH:14]=[CH:13][C:12]=1[N:15]([CH3:26])[C:16]([NH:18][C:19]1[CH:24]=[CH:23][C:22]([F:25])=[CH:21][CH:20]=1)=[O:17]. The yield is 0.711. (4) The reactants are C(OC([NH:8][C:9]1[C:18]2[C:13](=[CH:14][CH:15]=[CH:16][CH:17]=2)[C:12]([O:19][C:20]2[CH:25]=[CH:24][N:23]=[C:22]([NH:26]C(=O)OC(C)(C)C)[N:21]=2)=[CH:11][CH:10]=1)=O)(C)(C)C.C(O)(C(F)(F)F)=O. The catalyst is C(Cl)Cl. The product is [NH2:8][C:9]1[C:18]2[C:13](=[CH:14][CH:15]=[CH:16][CH:17]=2)[C:12]([O:19][C:20]2[CH:25]=[CH:24][N:23]=[C:22]([NH2:26])[N:21]=2)=[CH:11][CH:10]=1. The yield is 0.960. (5) The reactants are [N:1]1[CH:6]=[CH:5][CH:4]=[C:3](/[CH:7]=[CH:8]/[CH2:9][CH2:10][CH2:11][CH2:12][C:13]([OH:15])=O)[CH:2]=1.[CH3:16][O:17][C:18](=[O:45])[CH:19]=[CH:20][CH:21]([NH:37]C(OC(C)(C)C)=O)[CH2:22][C:23]1[CH:28]=[CH:27][C:26]([O:29][CH2:30][C:31]2[CH:36]=[CH:35][CH:34]=[CH:33][CH:32]=2)=[CH:25][CH:24]=1. No catalyst specified. The product is [CH3:16][O:17][C:18](=[O:45])[CH2:19][CH2:20][CH:21]([NH:37][C:13](=[O:15])[CH2:12][CH2:11][CH2:10][CH2:9][CH2:8][CH2:7][C:3]1[CH:2]=[N:1][CH:6]=[CH:5][CH:4]=1)[CH2:22][C:23]1[CH:28]=[CH:27][C:26]([O:29][CH2:30][C:31]2[CH:32]=[CH:33][CH:34]=[CH:35][CH:36]=2)=[CH:25][CH:24]=1. The yield is 0.260. (6) The yield is 0.380. The product is [Cl:1][C:2]1[C:3]([O:12][CH2:13][CH:14]2[CH2:15][CH2:16][CH2:17][CH2:18][CH2:19]2)=[CH:4][C:5]2[O:9][N:8]=[C:7]([NH:10][S:28]([CH3:27])(=[O:30])=[O:29])[C:6]=2[CH:11]=1. The reactants are [Cl:1][C:2]1[C:3]([O:12][CH2:13][CH:14]2[CH2:19][CH2:18][CH2:17][CH2:16][CH2:15]2)=[CH:4][C:5]2[O:9][N:8]=[C:7]([NH2:10])[C:6]=2[CH:11]=1.C(N(CC)CC)C.[CH3:27][S:28](Cl)(=[O:30])=[O:29]. The catalyst is C(Cl)Cl.